Dataset: Forward reaction prediction with 1.9M reactions from USPTO patents (1976-2016). Task: Predict the product of the given reaction. (1) Given the reactants [Br:1][C:2]1[CH:3]=[C:4]([CH2:8][C:9]#[N:10])[CH:5]=[N:6][CH:7]=1.[H-].[Na+].[CH3:13]I, predict the reaction product. The product is: [Br:1][C:2]1[CH:3]=[C:4]([CH:8]([CH3:13])[C:9]#[N:10])[CH:5]=[N:6][CH:7]=1. (2) Given the reactants [CH3:1][C:2]1[CH:3]=[C:4]([C:14](=O)[CH3:15])[N:5]=[N:6][C:7]=1[O:8][CH2:9][C:10]([F:13])([F:12])[F:11].[CH3:17][C:18]([S@:21]([NH2:23])=[O:22])([CH3:20])[CH3:19], predict the reaction product. The product is: [CH3:17][C:18]([S@:21]([NH:23][CH:14]([C:4]1[N:5]=[N:6][C:7]([O:8][CH2:9][C:10]([F:13])([F:12])[F:11])=[C:2]([CH3:1])[CH:3]=1)[CH3:15])=[O:22])([CH3:20])[CH3:19]. (3) The product is: [C:1]([O:5][C:6](=[O:14])[C:7]1[CH:12]=[CH:11][C:10]([N:25]2[CH2:26][CH2:27][CH:22]([NH2:21])[CH2:23][CH2:24]2)=[CH:9][CH:8]=1)([CH3:4])([CH3:3])[CH3:2]. Given the reactants [C:1]([O:5][C:6](=[O:14])[C:7]1[CH:12]=[CH:11][C:10](F)=[CH:9][CH:8]=1)([CH3:4])([CH3:3])[CH3:2].C(=O)([O-])[O-].[K+].[K+].[NH2:21][CH:22]1[CH2:27][CH2:26][NH:25][CH2:24][CH2:23]1.O, predict the reaction product. (4) Given the reactants Cl[C:2]1[N:10]=[CH:9][C:8]([Cl:11])=[CH:7][C:3]=1[C:4]([OH:6])=[O:5].[Cl:12][C:13]1[CH:18]=[CH:17][C:16]([CH2:19][CH2:20][OH:21])=[CH:15][CH:14]=1, predict the reaction product. The product is: [Cl:11][C:8]1[CH:9]=[N:10][C:2]([O:21][CH2:20][CH2:19][C:16]2[CH:17]=[CH:18][C:13]([Cl:12])=[CH:14][CH:15]=2)=[C:3]([CH:7]=1)[C:4]([OH:6])=[O:5]. (5) Given the reactants [CH:1]1([CH2:6][C@H:7]([C:22]2[CH:27]=[CH:26][CH:25]=[C:24]([S:28][CH3:29])[CH:23]=2)[C:8](N([C@H](C)[C@H](O)C2C=CC=CC=2)C)=[O:9])[CH2:5][CH2:4][CH2:3][CH2:2]1.S(=O)(=O)(O)[OH:31].C(Cl)Cl, predict the reaction product. The product is: [CH:1]1([CH2:6][C@H:7]([C:22]2[CH:27]=[CH:26][CH:25]=[C:24]([S:28][CH3:29])[CH:23]=2)[C:8]([OH:9])=[O:31])[CH2:2][CH2:3][CH2:4][CH2:5]1. (6) Given the reactants [OH:1][Li].O.Cl.[NH2:5][C@H:6]1[C@@H:10]([CH3:11])[C@H:9]([CH3:12])[O:8][C:7]1=[O:13], predict the reaction product. The product is: [OH:8][C@@H:9]([CH3:12])[C@H:10]([CH3:11])[C@@H:6]([C:7]([OH:13])=[O:1])[NH2:5].